Dataset: NCI-60 drug combinations with 297,098 pairs across 59 cell lines. Task: Regression. Given two drug SMILES strings and cell line genomic features, predict the synergy score measuring deviation from expected non-interaction effect. Drug 1: COC1=CC(=CC(=C1O)OC)C2C3C(COC3=O)C(C4=CC5=C(C=C24)OCO5)OC6C(C(C7C(O6)COC(O7)C8=CC=CS8)O)O. Drug 2: C1=C(C(=O)NC(=O)N1)F. Cell line: HT29. Synergy scores: CSS=18.3, Synergy_ZIP=-15.2, Synergy_Bliss=-33.1, Synergy_Loewe=-29.8, Synergy_HSA=-26.8.